Dataset: Catalyst prediction with 721,799 reactions and 888 catalyst types from USPTO. Task: Predict which catalyst facilitates the given reaction. (1) Reactant: [Cl:1][C:2]1[CH:7]=[CH:6][C:5]([S:8]([NH:11][C@@H:12]2[CH2:18][CH2:17][CH2:16][CH2:15][CH2:14][C@H:13]2[CH2:19][OH:20])(=[O:10])=[O:9])=[CH:4][CH:3]=1.C(=O)([O-])[O-].[Cs+].[Cs+].Br[CH2:28][C:29]1[CH:36]=[CH:35][C:32]([C:33]#[N:34])=[CH:31][CH:30]=1. Product: [Cl:1][C:2]1[CH:7]=[CH:6][C:5]([S:8]([N:11]([CH2:28][C:29]2[CH:36]=[CH:35][C:32]([C:33]#[N:34])=[CH:31][CH:30]=2)[C@@H:12]2[CH2:18][CH2:17][CH2:16][CH2:15][CH2:14][C@H:13]2[CH2:19][OH:20])(=[O:9])=[O:10])=[CH:4][CH:3]=1. The catalyst class is: 9. (2) Reactant: [F:1][C:2]([F:16])([F:15])[O:3][C:4]1[CH:5]=[C:6]2[C:10](=[CH:11][CH:12]=1)[NH:9][C:8](=[O:13])[C:7]2=O.[OH-:17].[K+].[C:19]([C:22]1[CH:27]=[CH:26][CH:25]=[CH:24][CH:23]=1)(=O)[CH3:20].Cl. Product: [C:22]1([C:19]2[CH:20]=[C:7]([C:8]([OH:17])=[O:13])[C:6]3[C:10](=[CH:11][CH:12]=[C:4]([O:3][C:2]([F:16])([F:15])[F:1])[CH:5]=3)[N:9]=2)[CH:27]=[CH:26][CH:25]=[CH:24][CH:23]=1. The catalyst class is: 8. (3) Reactant: Cl.[CH2:2]([C:9]1[CH:10]=[C:11]2[N:17]([C:18](=[O:21])[CH2:19]Cl)[CH2:16][C:15]([CH3:23])([CH3:22])[C:12]2=[N:13][CH:14]=1)[C:3]1[CH:8]=[CH:7][CH:6]=[CH:5][CH:4]=1.[C:24]([O:28][C:29]([N:31]1[CH2:36][C@H:35]([CH2:37][N:38]2[C@H:43]([CH3:44])[CH2:42][O:41][CH2:40][C@H:39]2[CH3:45])[NH:34][CH2:33][C@H:32]1[CH3:46])=[O:30])([CH3:27])([CH3:26])[CH3:25].C(=O)([O-])[O-].[K+].[K+].[I-].[K+]. Product: [C:24]([O:28][C:29]([N:31]1[CH2:36][C@H:35]([CH2:37][N:38]2[C@H:39]([CH3:45])[CH2:40][O:41][CH2:42][C@H:43]2[CH3:44])[N:34]([CH2:19][C:18]([N:17]2[C:11]3[C:12](=[N:13][CH:14]=[C:9]([CH2:2][C:3]4[CH:8]=[CH:7][CH:6]=[CH:5][CH:4]=4)[CH:10]=3)[C:15]([CH3:23])([CH3:22])[CH2:16]2)=[O:21])[CH2:33][C@H:32]1[CH3:46])=[O:30])([CH3:27])([CH3:25])[CH3:26]. The catalyst class is: 47. (4) Reactant: [H-].[Na+].[Cl:3][C:4]1[CH:5]=[CH:6][C:7]([CH3:17])=[C:8]([C:10]2[C:11]([C:15]#[N:16])=[CH:12][NH:13][CH:14]=2)[CH:9]=1.[Cl:18][C:19]1[CH:24]=[C:23](Cl)[N:22]=[CH:21][N:20]=1.[NH4+].[Cl-]. Product: [Cl:3][C:4]1[CH:5]=[CH:6][C:7]([CH3:17])=[C:8]([C:10]2[C:11]([C:15]#[N:16])=[CH:12][N:13]([C:23]3[CH:24]=[C:19]([Cl:18])[N:20]=[CH:21][N:22]=3)[CH:14]=2)[CH:9]=1. The catalyst class is: 1. (5) Reactant: [F:1][C:2]1[CH:7]=[CH:6][CH:5]=[C:4]([F:8])[C:3]=1[C:9]1[CH:10]=[C:11]2[C:15](=[CH:16][CH:17]=1)[NH:14][CH:13]=[C:12]2[C:18]1[CH:23]=[C:22]([O:24][CH3:25])[N:21]=[C:20]([NH:26][C@@H:27]2[CH2:32][CH2:31][CH2:30][N:29](C(OC(C)(C)C)=O)[CH2:28]2)[N:19]=1.Cl. Product: [F:8][C:4]1[CH:5]=[CH:6][CH:7]=[C:2]([F:1])[C:3]=1[C:9]1[CH:10]=[C:11]2[C:15](=[CH:16][CH:17]=1)[NH:14][CH:13]=[C:12]2[C:18]1[CH:23]=[C:22]([O:24][CH3:25])[N:21]=[C:20]([NH:26][C@@H:27]2[CH2:32][CH2:31][CH2:30][NH:29][CH2:28]2)[N:19]=1. The catalyst class is: 12. (6) Reactant: [F:1][C:2]1[CH:3]=[CH:4][C:5]2[N:9]=[CH:8][N:7]([CH2:10][C:11]([OH:13])=O)[C:6]=2[C:14]=1[F:15].Cl.[NH2:17][CH:18]([C:20]1[CH:25]=[CH:24][C:23]([C:26]([CH3:30])([CH3:29])[C:27]#[N:28])=[C:22]([F:31])[CH:21]=1)[CH3:19].CCN(CC)CC.CN(C(ON1N=NC2C=CC=NC1=2)=[N+](C)C)C.F[P-](F)(F)(F)(F)F. Product: [C:27]([C:26]([C:23]1[CH:24]=[CH:25][C:20]([CH:18]([NH:17][C:11](=[O:13])[CH2:10][N:7]2[C:6]3[C:14]([F:15])=[C:2]([F:1])[CH:3]=[CH:4][C:5]=3[N:9]=[CH:8]2)[CH3:19])=[CH:21][C:22]=1[F:31])([CH3:29])[CH3:30])#[N:28]. The catalyst class is: 3. (7) The catalyst class is: 139. Product: [CH3:1][C:2]1[CH:10]=[CH:9][C:8]([N+:11]([O-:13])=[O:12])=[CH:7][C:3]=1[C:4]([Cl:17])=[O:5]. Reactant: [CH3:1][C:2]1[CH:10]=[CH:9][C:8]([N+:11]([O-:13])=[O:12])=[CH:7][C:3]=1[C:4](O)=[O:5].C(Cl)(=O)C([Cl:17])=O.